From a dataset of Forward reaction prediction with 1.9M reactions from USPTO patents (1976-2016). Predict the product of the given reaction. (1) Given the reactants [F:1][C:2]1[C:3]([NH:40][CH2:41][C:42]2[CH:47]=[CH:46][N:45]=[CH:44][CH:43]=2)=[C:4]([CH:10]=[C:11]([C:13]2[CH:14]=[C:15]3[C:21]([C:22]4[CH:27]=[CH:26][CH:25]=[CH:24][C:23]=4[O:28][CH3:29])=[CH:20][N:19](S(C4C=CC(C)=CC=4)(=O)=O)[C:16]3=[N:17][CH:18]=2)[CH:12]=1)[C:5]([N:7]([CH3:9])[CH3:8])=[O:6].[OH-].[K+], predict the reaction product. The product is: [F:1][C:2]1[C:3]([NH:40][CH2:41][C:42]2[CH:43]=[CH:44][N:45]=[CH:46][CH:47]=2)=[C:4]([CH:10]=[C:11]([C:13]2[CH:14]=[C:15]3[C:21]([C:22]4[CH:27]=[CH:26][CH:25]=[CH:24][C:23]=4[O:28][CH3:29])=[CH:20][NH:19][C:16]3=[N:17][CH:18]=2)[CH:12]=1)[C:5]([N:7]([CH3:9])[CH3:8])=[O:6]. (2) Given the reactants [C:1]([O:5][C:6]([N:8]1[CH2:13][CH2:12][O:11][C@H:10]([CH:14](O)[C:15]2[CH:16]=[N:17][C:18]([O:21][CH3:22])=[CH:19][CH:20]=2)[CH2:9]1)=[O:7])([CH3:4])([CH3:3])[CH3:2].[Br:24]C(Br)(Br)Br.C1(P(C2C=CC=CC=2)C2C=CC=CC=2)C=CC=CC=1, predict the reaction product. The product is: [C:1]([O:5][C:6]([N:8]1[CH2:13][CH2:12][O:11][C@H:10]([CH:14]([Br:24])[C:15]2[CH:16]=[N:17][C:18]([O:21][CH3:22])=[CH:19][CH:20]=2)[CH2:9]1)=[O:7])([CH3:4])([CH3:3])[CH3:2]. (3) The product is: [C:30]([O:34][C:35]([C:37]1[N:41]=[N:40][N:39]([C:17]2[CH:16]=[CH:15][C:14]([CH:9]3[CH2:8][CH2:13][CH:12]([CH2:37][C:35]([O:34][CH2:30][CH3:31])=[O:36])[CH2:11][CH2:10]3)=[CH:19][CH:18]=2)[C:38]=1[CH3:49])=[O:36])([CH3:31])([CH3:32])[CH3:33]. Given the reactants C1(P(C2CCCCC2)[C:8]2[CH:13]=[CH:12][CH:11]=[CH:10][C:9]=2[C:14]2[C:19](OC)=[CH:18][CH:17]=[CH:16][C:15]=2OC)CCCCC1.[C:30]([O:34][C:35]([C:37]1[N:41](C2C=CC(Br)=CC=2)[N:40]=[N:39][C:38]=1[CH3:49])=[O:36])([CH3:33])([CH3:32])[CH3:31], predict the reaction product. (4) Given the reactants C(OC[O:10][C:11]1[CH:19]=[CH:18][C:17](Br)=[C:16]2[C:12]=1[CH:13]=[N:14][N:15]2[CH3:21])C1C=CC=CC=1.[CH3:22][C:23]1[C:28](C2C3C(=CN(C)N=3)C(O)=CC=2)=[C:27]([CH3:40])[N:26]=[CH:25][N:24]=1, predict the reaction product. The product is: [CH3:22][C:23]1[C:28]([C:17]2[C:16]3[N:15]([CH3:21])[N:14]=[CH:13][C:12]=3[C:11]([OH:10])=[CH:19][CH:18]=2)=[C:27]([CH3:40])[N:26]=[CH:25][N:24]=1. (5) Given the reactants Br[C:2]1[CH:3]=[C:4]2[CH:10]=[N:9][NH:8][C:5]2=[N:6][CH:7]=1.[CH3:11][O:12][C:13]([C:15]1[CH:16]=[C:17](B(O)O)[CH:18]=[CH:19][CH:20]=1)=[O:14].C(=O)(O)[O-].[Na+], predict the reaction product. The product is: [NH:8]1[C:5]2=[N:6][CH:7]=[C:2]([C:19]3[CH:20]=[C:15]([CH:16]=[CH:17][CH:18]=3)[C:13]([O:12][CH3:11])=[O:14])[CH:3]=[C:4]2[CH:10]=[N:9]1. (6) Given the reactants [NH2:1][CH2:2][C:3]1[C:4]([NH:19][C@H:20]([C:22]2[CH:27]=[CH:26][C:25]([F:28])=[CH:24][CH:23]=2)[CH3:21])=[N:5][C:6]([NH:10][C:11]2[CH:15]=[C:14]([CH:16]3[CH2:18][CH2:17]3)[NH:13][N:12]=2)=[C:7]([F:9])[CH:8]=1.[F:29][C:30]([F:36])([F:35])[S:31](Cl)(=[O:33])=[O:32], predict the reaction product. The product is: [CH:16]1([C:14]2[NH:13][N:12]=[C:11]([NH:10][C:6]3[N:5]=[C:4]([NH:19][C@H:20]([C:22]4[CH:23]=[CH:24][C:25]([F:28])=[CH:26][CH:27]=4)[CH3:21])[C:3]([CH2:2][NH:1][S:31]([C:30]([F:36])([F:35])[F:29])(=[O:33])=[O:32])=[CH:8][C:7]=3[F:9])[CH:15]=2)[CH2:18][CH2:17]1. (7) Given the reactants [CH3:1][O:2][C:3](=[O:14])[CH2:4][CH2:5][C:6]1[CH:11]=[C:10]([OH:12])[CH:9]=[CH:8][C:7]=1[Br:13].N1C=CN=C1.[C:20]([Si:24]([CH3:27])([CH3:26])Cl)([CH3:23])([CH3:22])[CH3:21], predict the reaction product. The product is: [CH3:1][O:2][C:3](=[O:14])[CH2:4][CH2:5][C:6]1[CH:11]=[C:10]([O:12][Si:24]([C:20]([CH3:23])([CH3:22])[CH3:21])([CH3:27])[CH3:26])[CH:9]=[CH:8][C:7]=1[Br:13]. (8) Given the reactants Br[C:2]1[CH:17]=[CH:16][C:5]([O:6][CH2:7][CH2:8][N:9]2[CH2:15][CH2:14][CH2:13][CH2:12][CH2:11][CH2:10]2)=[CH:4][CH:3]=1.[CH2:18]([Li])CCC.[C:23]([Si:27]([CH3:57])([CH3:56])[O:28][C:29]1[CH:30]=[CH:31][C:32]2[C:33]3[C:46](=[O:47])[O:45][C:44]4[CH:43]=[C:42]([O:48][Si:49]([C:52]([CH3:55])([CH3:54])[CH3:53])([CH3:51])[CH3:50])[CH:41]=[CH:40][C:39]=4[C:34]=3[CH2:35][O:36][C:37]=2[CH:38]=1)([CH3:26])([CH3:25])[CH3:24].C[Mg]Br, predict the reaction product. The product is: [N:9]1([CH2:8][CH2:7][O:6][C:5]2[CH:16]=[CH:17][C:2]([C:46]([C:33]3[C:32]4[C:37](=[CH:38][C:29]([O:28][Si:27]([C:23]([CH3:25])([CH3:24])[CH3:26])([CH3:56])[CH3:57])=[CH:30][CH:31]=4)[O:36][CH2:35][C:34]=3[C:39]3[CH:40]=[CH:41][C:42]([O:48][Si:49]([C:52]([CH3:55])([CH3:54])[CH3:53])([CH3:51])[CH3:50])=[CH:43][C:44]=3[OH:45])([OH:47])[CH3:18])=[CH:3][CH:4]=2)[CH2:15][CH2:14][CH2:13][CH2:12][CH2:11][CH2:10]1. (9) Given the reactants [Cl:1][C:2]1[CH:7]=[C:6]([CH2:8][CH:9]([C:15](=O)[CH2:16][CH2:17][CH3:18])[C:10](OCC)=[O:11])[CH:5]=[CH:4][C:3]=1[C:20]1[CH:25]=[CH:24][CH:23]=[CH:22][C:21]=1[C:26]#[N:27].Cl.[C:29](=[NH:32])([NH2:31])[CH3:30].C[O-].[Na+], predict the reaction product. The product is: [Cl:1][C:2]1[CH:7]=[C:6]([CH2:8][C:9]2[C:10](=[O:11])[NH:32][C:29]([CH3:30])=[N:31][C:15]=2[CH2:16][CH2:17][CH3:18])[CH:5]=[CH:4][C:3]=1[C:20]1[C:21]([C:26]#[N:27])=[CH:22][CH:23]=[CH:24][CH:25]=1.